From a dataset of Reaction yield outcomes from USPTO patents with 853,638 reactions. Predict the reaction yield, written as a fraction of the theoretical maximum amount of product (1.0 means a 100% yield; for example, 0.34 means a 34% yield). (1) The reactants are [CH:1]1([N:5]([CH2:20][CH2:21][CH2:22][C:23]2[C:31]3[C:26](=[CH:27][CH:28]=[C:29]([F:32])[CH:30]=3)[NH:25][CH:24]=2)[CH:6]2[CH2:15][C:14]3[C:13]([C:16](O)=[O:17])=[CH:12][CH:11]=[C:10]([F:19])[C:9]=3[O:8][CH2:7]2)[CH2:4][CH2:3][CH2:2]1.Cl.[CH3:34][N:35](C)CCCN=C=NCC.O.ON1C2C=CC=CC=2N=N1.CN. The catalyst is C1COCC1.C(Cl)CCl. The product is [CH:1]1([N:5]([CH2:20][CH2:21][CH2:22][C:23]2[C:31]3[C:26](=[CH:27][CH:28]=[C:29]([F:32])[CH:30]=3)[NH:25][CH:24]=2)[CH:6]2[CH2:15][C:14]3[C:13]([C:16]([NH:35][CH3:34])=[O:17])=[CH:12][CH:11]=[C:10]([F:19])[C:9]=3[O:8][CH2:7]2)[CH2:4][CH2:3][CH2:2]1. The yield is 0.970. (2) The reactants are [Cl-].[Al+3].[Cl-].[Cl-].[H-].[Al+3].[Li+].[H-].[H-].[H-].[CH2:11]([C:13]1[CH:28]=[C:27]([C:29]2[CH:34]=[CH:33][CH:32]=[CH:31][CH:30]=2)[C:26]([O:35][CH2:36][C:37]2[CH:42]=[CH:41][CH:40]=[CH:39][CH:38]=2)=[CH:25][C:14]=1[O:15][CH2:16][CH2:17][CH2:18][CH2:19][C:20]([CH3:24])([CH3:23])[C:21]#[N:22])[CH3:12]. The catalyst is CCOCC. The product is [CH2:11]([C:13]1[CH:28]=[C:27]([C:29]2[CH:30]=[CH:31][CH:32]=[CH:33][CH:34]=2)[C:26]([O:35][CH2:36][C:37]2[CH:42]=[CH:41][CH:40]=[CH:39][CH:38]=2)=[CH:25][C:14]=1[O:15][CH2:16][CH2:17][CH2:18][CH2:19][C:20]([CH3:24])([CH3:23])[CH2:21][NH2:22])[CH3:12]. The yield is 1.21. (3) The reactants are BrN1C(=O)CCC1=O.C(O/[CH:14]=[CH:15]/[C:16]1[C:21]([Cl:22])=[CH:20][N:19]=[C:18]([Cl:23])[N:17]=1)CCC.O.[NH2:25][C:26]1[CH:31]=[C:30]([CH2:32][OH:33])[CH:29]=[CH:28][N:27]=1. The catalyst is O1CCOCC1. The product is [Cl:23][C:18]1[N:17]=[C:16]([C:15]2[N:27]3[CH:28]=[CH:29][C:30]([CH2:32][OH:33])=[CH:31][C:26]3=[N:25][CH:14]=2)[C:21]([Cl:22])=[CH:20][N:19]=1. The yield is 0.810. (4) The reactants are [Cl:1][C:2]1[C:3]([OH:44])=[C:4]([S:9]([N:12]([CH2:28][C:29]2[CH:30]=[C:31]([CH:41]=[CH:42][CH:43]=2)[CH2:32][NH:33]C(=O)OC(C)(C)C)[CH2:13][C:14]2[CH:19]=[CH:18][C:17]([O:20][C:21]3[CH:26]=[CH:25][C:24]([F:27])=[CH:23][CH:22]=3)=[CH:16][CH:15]=2)(=[O:11])=[O:10])[CH:5]=[C:6]([Cl:8])[CH:7]=1.C(O)(C(F)(F)F)=O. The catalyst is C(Cl)Cl. The product is [NH2:33][CH2:32][C:31]1[CH:30]=[C:29]([CH:43]=[CH:42][CH:41]=1)[CH2:28][N:12]([CH2:13][C:14]1[CH:15]=[CH:16][C:17]([O:20][C:21]2[CH:26]=[CH:25][C:24]([F:27])=[CH:23][CH:22]=2)=[CH:18][CH:19]=1)[S:9]([C:4]1[CH:5]=[C:6]([Cl:8])[CH:7]=[C:2]([Cl:1])[C:3]=1[OH:44])(=[O:10])=[O:11]. The yield is 0.700.